Dataset: Experimentally validated miRNA-target interactions with 360,000+ pairs, plus equal number of negative samples. Task: Binary Classification. Given a miRNA mature sequence and a target amino acid sequence, predict their likelihood of interaction. (1) The miRNA is hsa-miR-1914-3p with sequence GGAGGGGUCCCGCACUGGGAGG. The protein sequence of the target gene is METRQVSRSPRVRLLLLLLLLLVVPWGVRTASGVALPPVGVLSLRPPGRAWADPATPRPRRSLALADDAAFRERARLLAALERRHWLNSYMHKLLVLDAP. Result: 0 (no interaction). (2) The protein sequence of the target gene is MANRRVGRGCWEVSPTERRPPAGLRGPAAEEEASSPPVLSLSHFCRSPFLCFGDVLLGASRTLSLALDNPNEEVAEVKISHFPAADLGFSVSQRCFVLQPKEKIVISVNWTPLKEGRVREIMTFLVNDVLKHQAILLGNAEEQKKKKRSLWDTIKKKKISASTSHNRRVSNIQNVNKTFSVSQKVDRVRSPLQACENLAMNEGGPPTENNSLILEENKIPISPISPAFNECHGATCLPLSVRRSTTYSSLHASENRELLNVHSANVSKVSFNEKAVTETSFNSVNVNGQRGENSKLSLTP.... Result: 0 (no interaction). The miRNA is mmu-miR-343 with sequence UCUCCCUUCAUGUGCCCAGA. (3) The miRNA is hsa-miR-5006-3p with sequence UUUCCCUUUCCAUCCUGGCAG. The protein sequence of the target gene is MAKKSAENGIYSVSGDEKKGPLIVSGPDGAPAKGDGPAGLGAPGGRLAVPPRETWTRQMDFIMSCVGFAVGLGNVWRFPYLCYKNGGGVFLIPYVLIALVGGIPIFFLEISLGQFMKAGSINVWNICPLFKGLGYASMVIVFYCNTYYIMVLAWGFYYLVKSFTTTLPWATCGHTWNTPDCVEIFRHEDCANASLANLTCDQLADRRSPVIEFWENKVLRLSTGLEVPGALNWEVTLCLLACWVLVYFCVWKGVKSTGKIVYFTATFPYVVLVVLLVRGVLLPGALDGIIYYLKPDWSKL.... Result: 0 (no interaction). (4) The miRNA is mmu-miR-451a with sequence AAACCGUUACCAUUACUGAGUU. The protein sequence of the target gene is MVLLLVILIPVLVSSAGTSAHYEMLGTCRMVCDPYGGTKAPSTAATPDRGLMQSLPTFIQGPKGEAGRPGKAGPRGPPGEPGPPGPVGPPGEKGEPGRQGLPGPPGAPGLNAAGAISAATYSTVPKIAFYAGLKRQHEGYEVLKFDDVVTNLGNHYDPTTGKFTCSIPGIYFFTYHVLMRGGDGTSMWADLCKNNQVRASAIAQDADQNYDYASNSVVLHLEPGDEVYIKLDGGKAHGGNNNKYSTFSGFIIYAD. Result: 0 (no interaction). (5) The miRNA is hsa-miR-6850-5p with sequence GUGCGGAACGCUGGCCGGGGCG. The protein sequence of the target gene is MMPGQIPDPSVTAGSLPGLGPLTGLPSSALTTEELKYADIRNIGAMIAPLHFLEVKLGKRPQPVKSELDEEEERRKRRREKNKVAAARCRNKKKERTEFLQRESERLELMNAELKTQIEELKLERQQLILMLNRHRPTCIVRTDSVRTPESEGNPLLEQLDKK. Result: 0 (no interaction).